From a dataset of Full USPTO retrosynthesis dataset with 1.9M reactions from patents (1976-2016). Predict the reactants needed to synthesize the given product. Given the product [N:1]1([C:5]([C:7]2[N:8]=[CH:9][C:10]([O:13][C:14]3[CH:15]=[C:16]([CH:20]=[C:21]([O:23][C@H:24]4[CH2:28][CH2:27][O:26][CH2:25]4)[CH:22]=3)[C:17]([NH:53][C:54]3[S:55][CH:56]=[C:57]([CH3:59])[N:58]=3)=[O:19])=[N:11][CH:12]=2)=[O:6])[CH2:4][CH2:3][CH2:2]1, predict the reactants needed to synthesize it. The reactants are: [N:1]1([C:5]([C:7]2[N:8]=[CH:9][C:10]([O:13][C:14]3[CH:15]=[C:16]([CH:20]=[C:21]([O:23][C@H:24]4[CH2:28][CH2:27][O:26][CH2:25]4)[CH:22]=3)[C:17]([OH:19])=O)=[N:11][CH:12]=2)=[O:6])[CH2:4][CH2:3][CH2:2]1.CN(C(ON1N=NC2C=CC=NC1=2)=[N+](C)C)C.F[P-](F)(F)(F)(F)F.[NH2:53][C:54]1[S:55][CH:56]=[C:57]([CH3:59])[N:58]=1.CCN(C(C)C)C(C)C.